Dataset: Forward reaction prediction with 1.9M reactions from USPTO patents (1976-2016). Task: Predict the product of the given reaction. (1) Given the reactants [CH3:1][N:2]([CH3:25])[C:3]([C:5]1[N:14]([C@H:15]2[CH2:20][CH2:19][C@H:18]([C:21]([CH3:24])([CH3:23])[CH3:22])[CH2:17][CH2:16]2)[C:8]2[N:9]=[C:10](Cl)[N:11]=[CH:12][C:7]=2[CH:6]=1)=[O:4].[C:26]([O:30][C:31]([N:33]1[CH:38]2[CH2:39][CH2:40][CH:34]1[CH2:35][N:36]([C:41]([C:43]1[CH:44]=[N:45][C:46]([NH2:49])=[CH:47][CH:48]=1)=[O:42])[CH2:37]2)=[O:32])([CH3:29])([CH3:28])[CH3:27], predict the reaction product. The product is: [C:26]([O:30][C:31]([N:33]1[CH:34]2[CH2:40][CH2:39][CH:38]1[CH2:37][N:36]([C:41]([C:43]1[CH:44]=[N:45][C:46]([NH:49][C:10]3[N:11]=[CH:12][C:7]4[CH:6]=[C:5]([C:3](=[O:4])[N:2]([CH3:25])[CH3:1])[N:14]([CH:15]5[CH2:20][CH2:19][CH:18]([C:21]([CH3:24])([CH3:23])[CH3:22])[CH2:17][CH2:16]5)[C:8]=4[N:9]=3)=[CH:47][CH:48]=1)=[O:42])[CH2:35]2)=[O:32])([CH3:29])([CH3:27])[CH3:28]. (2) Given the reactants N[C:2]1[N:10]=[C:9]2[C:5]([N:6]=[CH:7][N:8]2[C@@H:11]2[O:23][C@H:22]([CH2:24][O:25][C:26](=[O:28])[CH3:27])[C@@H:17]([O:18][C:19](=[O:21])[CH3:20])[C@H:12]2[O:13][C:14](=[O:16])[CH3:15])=[C:4]([Cl:29])[N:3]=1.O.N(OC(C)(C)C)=[O:32], predict the reaction product. The product is: [Cl:29][C:4]1[N:3]=[C:2]([OH:32])[N:10]=[C:9]2[C:5]=1[N:6]=[CH:7][N:8]2[C@@H:11]1[O:23][C@H:22]([CH2:24][O:25][C:26](=[O:28])[CH3:27])[C@@H:17]([O:18][C:19](=[O:21])[CH3:20])[C@H:12]1[O:13][C:14](=[O:16])[CH3:15]. (3) Given the reactants Br[C:2]1[N:7]=[C:6]([NH:8][C:9]([NH:11][CH2:12][C:13]2[CH:18]=[CH:17][CH:16]=[CH:15][C:14]=2[O:19][CH3:20])=[NH:10])[CH:5]=[CH:4][CH:3]=1.[Br-].[CH2:22]([Zn+])[C:23]1[CH:28]=[CH:27][CH:26]=[CH:25][CH:24]=1.C([O-])(=O)C, predict the reaction product. The product is: [CH2:22]([C:2]1[N:7]=[C:6]([NH:8][C:9]([NH:11][CH2:12][C:13]2[CH:18]=[CH:17][CH:16]=[CH:15][C:14]=2[O:19][CH3:20])=[NH:10])[CH:5]=[CH:4][CH:3]=1)[C:23]1[CH:28]=[CH:27][CH:26]=[CH:25][CH:24]=1. (4) Given the reactants Cl[C:2]1[C:7]2[N:8]=[C:9]([C:11]3[CH:12]=[C:13]([CH:31]=[CH:32][CH:33]=3)[C:14]([NH:16][CH2:17][CH2:18][CH:19]3[CH2:24][CH2:23][N:22]([C:25]4[CH:30]=[CH:29][N:28]=[CH:27][CH:26]=4)[CH2:21][CH2:20]3)=[O:15])[S:10][C:6]=2[CH:5]=[CH:4][CH:3]=1.FC(F)(F)C(O)=O.N1(C2C=CN=CC=2)CCC(CCN)CC1.[Cl:56]C1C2SC(C3C=C(C=CC=3)C(O)=O)=NC=2C=CC=1.ClC1C2N=C(C3C=C(B(O)O)C=CC=3)SC=2C=CC=1.C(C1C=C(C=CC=1)C(OC)=O)=O, predict the reaction product. The product is: [Cl:56][C:5]1[C:6]2[S:10][C:9]([C:11]3[CH:12]=[C:13]([CH:31]=[CH:32][CH:33]=3)[C:14]([NH:16][CH2:17][CH2:18][CH:19]3[CH2:20][CH2:21][N:22]([C:25]4[CH:30]=[CH:29][N:28]=[CH:27][CH:26]=4)[CH2:23][CH2:24]3)=[O:15])=[N:8][C:7]=2[CH:2]=[CH:3][CH:4]=1. (5) Given the reactants Br[C:2]1[C:10]2[N:9]3[CH2:11][CH2:12][CH2:13][NH:14][C:15](=[O:16])[C:8]3=[C:7]([CH3:17])[C:6]=2[CH:5]=[C:4]([C:18]#[N:19])[CH:3]=1.[Cl:20][C:21]1[CH:26]=[CH:25][C:24](B(O)O)=[CH:23][CH:22]=1, predict the reaction product. The product is: [Cl:20][C:21]1[CH:26]=[CH:25][C:24]([C:2]2[C:10]3[N:9]4[CH2:11][CH2:12][CH2:13][NH:14][C:15](=[O:16])[C:8]4=[C:7]([CH3:17])[C:6]=3[CH:5]=[C:4]([C:18]#[N:19])[CH:3]=2)=[CH:23][CH:22]=1.